This data is from Catalyst prediction with 721,799 reactions and 888 catalyst types from USPTO. The task is: Predict which catalyst facilitates the given reaction. (1) Reactant: [C:1]1([S:7][C:8]2[CH:9]=[C:10]([CH:14]3OCC[O:15]3)[CH:11]=[CH:12][CH:13]=2)[CH:6]=[CH:5][CH:4]=[CH:3][CH:2]=1.Cl. Product: [C:1]1([S:7][C:8]2[CH:9]=[C:10]([CH:11]=[CH:12][CH:13]=2)[CH:14]=[O:15])[CH:6]=[CH:5][CH:4]=[CH:3][CH:2]=1. The catalyst class is: 10. (2) The catalyst class is: 7. Reactant: [CH2:1]([O:8][C:9](=[O:25])[NH:10][C:11]1[CH:16]=[CH:15][C:14]([O:17][C:18]2[CH:23]=[CH:22][N:21]=[C:20]([NH2:24])[CH:19]=2)=[CH:13][CH:12]=1)[C:2]1[CH:7]=[CH:6][CH:5]=[CH:4][CH:3]=1.C(N([CH2:31][CH3:32])CC)C.Cl[C:34]([O:36][C:37]1[CH:42]=[CH:41][CH:40]=[CH:39][CH:38]=1)=[O:35]. Product: [C:37]1([O:36][C:34](=[O:35])[N:24]([C:20]2[CH:19]=[C:18]([O:17][C:14]3[CH:15]=[CH:16][C:11]([NH:10][C:9]([O:8][CH2:1][C:2]4[CH:7]=[CH:6][CH:5]=[CH:4][CH:3]=4)=[O:25])=[CH:12][CH:13]=3)[CH:23]=[CH:22][N:21]=2)[C:9]([O:25][C:32]2[CH:31]=[CH:4][CH:3]=[CH:2][CH:1]=2)=[O:8])[CH:42]=[CH:41][CH:40]=[CH:39][CH:38]=1. (3) Reactant: [H-].[H-].[H-].[H-].[Li+].[Al+3].C[O:8][C:9](=O)[C@H:10]([O:12][CH:13]1[CH2:18][CH2:17][CH2:16][CH2:15][O:14]1)[CH3:11]. Product: [O:14]1[CH2:15][CH2:16][CH2:17][CH2:18][CH:13]1[O:12][C@H:10]([CH3:11])[CH2:9][OH:8]. The catalyst class is: 28. (4) Reactant: O.[NH3:2].[C:3]([N:6]1[C:14]2[C:9](=[CH:10][C:11]([Cl:15])=[CH:12][CH:13]=2)[C:8]([CH2:16]Br)=[C:7]1[C:18]#[N:19])(=[O:5])[CH3:4]. Product: [C:3]([N:6]1[C:14]2[C:9](=[CH:10][C:11]([Cl:15])=[CH:12][CH:13]=2)[C:8]([CH2:16][NH2:2])=[C:7]1[C:18]#[N:19])(=[O:5])[CH3:4]. The catalyst class is: 12. (5) Reactant: [CH:1]1([CH2:4][NH:5][CH2:6][C:7]2[CH:8]=[N:9][CH:10]=[C:11](B3OC(C)(C)C(C)(C)O3)[CH:12]=2)[CH2:3][CH2:2]1.Br[C:23]1[CH:24]=[C:25]2[C:29](=[C:30]([C:32]([NH2:34])=[O:33])[CH:31]=1)[NH:28][CH:27]=[C:26]2[CH:35]1[CH2:40][CH2:39][N:38]([S:41]([CH2:44][CH3:45])(=[O:43])=[O:42])[CH2:37][CH2:36]1.O1CCOCC1.C(=O)([O-])[O-].[K+].[K+]. Product: [CH:1]1([CH2:4][NH:5][CH2:6][C:7]2[CH:12]=[C:11]([C:23]3[CH:24]=[C:25]4[C:29](=[C:30]([C:32]([NH2:34])=[O:33])[CH:31]=3)[NH:28][CH:27]=[C:26]4[CH:35]3[CH2:36][CH2:37][N:38]([S:41]([CH2:44][CH3:45])(=[O:42])=[O:43])[CH2:39][CH2:40]3)[CH:10]=[N:9][CH:8]=2)[CH2:2][CH2:3]1. The catalyst class is: 6.